This data is from Reaction yield outcomes from USPTO patents with 853,638 reactions. The task is: Predict the reaction yield, written as a fraction of the theoretical maximum amount of product (1.0 means a 100% yield; for example, 0.34 means a 34% yield). (1) The reactants are [I-:1].[Na+].[C:3]([O:24][CH2:25]Cl)(=[O:23])[CH2:4][CH2:5][CH2:6][CH2:7][CH2:8][CH2:9][CH2:10][CH2:11][CH2:12][CH2:13][CH2:14][CH2:15][CH2:16][CH2:17][CH2:18][CH2:19][CH2:20][CH2:21][CH3:22]. The catalyst is C(#N)C.[Al]. The product is [C:3]([O:24][CH2:25][I:1])(=[O:23])[CH2:4][CH2:5][CH2:6][CH2:7][CH2:8][CH2:9][CH2:10][CH2:11][CH2:12][CH2:13][CH2:14][CH2:15][CH2:16][CH2:17][CH2:18][CH2:19][CH2:20][CH2:21][CH3:22]. The yield is 0.710. (2) The catalyst is Cl. The yield is 0.370. The product is [C:3]([C:5]1[CH:10]=[CH:9][CH:8]=[C:7]2[C:6]=1[CH2:14][C:15](=[O:17])[NH:11]2)([OH:2])=[O:4]. The reactants are C[O:2][C:3]([C:5]1[CH:10]=[CH:9][CH:8]=[C:7]([N+:11]([O-])=O)[C:6]=1[CH:14](C(OC)=O)[C:15]([O:17]C)=O)=[O:4]. (3) The reactants are [CH:1]12[CH:12]=[CH:11][CH:7]([CH:8]3[CH:10]1[CH2:9]3)[CH:6]1[CH:2]2[C:3](=[O:14])[O:4][C:5]1=[O:13].[CH3:15][OH:16]. No catalyst specified. The product is [CH3:15][O:16][C:3]([CH:2]1[CH:1]2[CH:12]=[CH:11][CH:7]([CH:8]3[CH:10]2[CH2:9]3)[CH:6]1[C:5]([OH:4])=[O:13])=[O:14]. The yield is 0.950. (4) The reactants are [F:1][C:2]1[CH:7]=[CH:6][CH:5]=[CH:4][C:3]=1[N:8]1[C:16]2[C:11](=[C:12]([N:17]3[CH2:21][CH2:20][NH:19][C:18]3=[O:22])[CH:13]=[CH:14][CH:15]=2)[CH:10]=[N:9]1.[H-].[Na+].Br[CH2:26][C:27]([O:29][C:30]([CH3:33])([CH3:32])[CH3:31])=[O:28]. The catalyst is O1CCCC1. The product is [F:1][C:2]1[CH:7]=[CH:6][CH:5]=[CH:4][C:3]=1[N:8]1[C:16]2[C:11](=[C:12]([N:17]3[CH2:21][CH2:20][N:19]([CH2:26][C:27]([O:29][C:30]([CH3:33])([CH3:32])[CH3:31])=[O:28])[C:18]3=[O:22])[CH:13]=[CH:14][CH:15]=2)[CH:10]=[N:9]1. The yield is 0.810.